This data is from Forward reaction prediction with 1.9M reactions from USPTO patents (1976-2016). The task is: Predict the product of the given reaction. (1) The product is: [CH3:7][C:5]1[S:4][C:3]([C:8]2[CH:9]=[CH:10][N:31]=[C:29]([NH:28][C:18]3[CH:19]=[CH:20][C:21]([N:22]4[CH2:23][CH2:24][CH2:25][CH2:26][CH2:27]4)=[C:16]([CH3:15])[CH:17]=3)[N:30]=2)=[C:2]([CH3:1])[N:6]=1. Given the reactants [CH3:1][C:2]1[N:6]=[C:5]([CH3:7])[S:4][C:3]=1/[CH:8]=[CH:9]/[C:10](N(C)C)=O.[CH3:15][C:16]1[CH:17]=[C:18]([NH:28][C:29]([NH2:31])=[NH:30])[CH:19]=[CH:20][C:21]=1[N:22]1[CH2:27][CH2:26][CH2:25][CH2:24][CH2:23]1, predict the reaction product. (2) Given the reactants [CH3:1][C:2]1[CH:14]=[C:13]([CH2:15][N:16]([CH2:33][CH2:34][CH3:35])[C:17]2[CH:18]=[C:19]([C:23]3[CH:28]=[CH:27][C:26]([C:29]([F:32])([F:31])[F:30])=[CH:25][CH:24]=3)[CH:20]=[CH:21][CH:22]=2)[CH:12]=[CH:11][C:3]=1[O:4][CH2:5][C:6]([O:8]CC)=[O:7].[OH-].[Na+], predict the reaction product. The product is: [CH3:1][C:2]1[CH:14]=[C:13]([CH2:15][N:16]([CH2:33][CH2:34][CH3:35])[C:17]2[CH:18]=[C:19]([C:23]3[CH:28]=[CH:27][C:26]([C:29]([F:30])([F:31])[F:32])=[CH:25][CH:24]=3)[CH:20]=[CH:21][CH:22]=2)[CH:12]=[CH:11][C:3]=1[O:4][CH2:5][C:6]([OH:8])=[O:7]. (3) Given the reactants C([O:3][C:4]([C:6]1C=CC(B(O)O)=C[CH:7]=1)=O)C.NC1[CH2:17][C:18]([C:28](N(CCC)CCC)=[O:29])=[CH:19]C2C=CC(Br)=CC=2N=1.COC(C1C=CC(B(O)O)=CC=1)=O.C(=O)([O-])[O-].[K+].[K+].[C:56]([O:60][C:61]([NH:63][C:64]1[CH2:65][C:66]([C:86](=[O:102])[N:87]([CH2:91][CH2:92][CH2:93][O:94][Si:95]([C:98]([CH3:101])([CH3:100])[CH3:99])([CH3:97])[CH3:96])[CH2:88][CH2:89][CH3:90])=[CH:67][C:68]2[CH:74]=[CH:73][C:72]([C:75]3[CH:85]=[CH:84][C:78]([C:79]([O:81][CH2:82][CH3:83])=[O:80])=[CH:77][CH:76]=3)=[CH:71][C:69]=2[N:70]=1)=[O:62])([CH3:59])([CH3:58])[CH3:57], predict the reaction product. The product is: [NH2:63][C:64]1[CH2:65][C:66]([C:86](=[O:102])[N:87]([CH2:91][CH2:92][CH2:93][OH:94])[CH2:88][CH2:89][CH3:90])=[CH:67][C:68]2[CH:74]=[CH:73][C:72]([C:75]3[CH:76]=[CH:77][C:78]([CH2:7][CH2:6][C:4]([O:29][CH2:28][CH:18]([CH3:17])[CH3:19])=[O:3])=[CH:84][CH:85]=3)=[CH:71][C:69]=2[N:70]=1.[C:56]([O:60][C:61]([NH:63][C:64]1[CH2:65][C:66]([C:86](=[O:102])[N:87]([CH2:91][CH2:92][CH2:93][O:94][Si:95]([C:98]([CH3:99])([CH3:101])[CH3:100])([CH3:96])[CH3:97])[CH2:88][CH2:89][CH3:90])=[CH:67][C:68]2[CH:74]=[CH:73][C:72]([C:75]3[CH:85]=[CH:84][C:78]([C:79]([O:81][CH2:82][CH3:83])=[O:80])=[CH:77][CH:76]=3)=[CH:71][C:69]=2[N:70]=1)=[O:62])([CH3:57])([CH3:58])[CH3:59]. (4) Given the reactants Cl.Cl[CH2:3][C:4]1[N:8]2[CH:9]=[C:10]([CH3:13])[CH:11]=[CH:12][C:7]2=[N:6][C:5]=1[C:14]1[CH:19]=[CH:18][C:17]([F:20])=[CH:16][CH:15]=1.[Cl:21][C:22]1[CH:27]=[C:26]([CH3:28])[N:25]=[C:24]([NH2:29])[N:23]=1, predict the reaction product. The product is: [Cl:21][C:22]1[CH:27]=[C:26]([CH3:28])[N:25]=[C:24]([NH:29][CH2:3][C:4]2[N:8]3[CH:9]=[C:10]([CH3:13])[CH:11]=[CH:12][C:7]3=[N:6][C:5]=2[C:14]2[CH:19]=[CH:18][C:17]([F:20])=[CH:16][CH:15]=2)[N:23]=1. (5) Given the reactants Br[C:2]1[N:6]2[CH:7]=[C:8]([CH:25]3[CH2:27][CH2:26]3)[C:9]([CH2:11][O:12][C:13]3[CH:18]=[C:17]([O:19][C:20]([F:23])([F:22])[F:21])[CH:16]=[C:15]([Cl:24])[CH:14]=3)=[CH:10][C:5]2=[N:4][N:3]=1.C1(S(N)(=O)=O)CC1.[CH3:35][C:36]1([S:39]([NH2:42])(=[O:41])=[O:40])[CH2:38][CH2:37]1, predict the reaction product. The product is: [Cl:24][C:15]1[CH:14]=[C:13]([CH:18]=[C:17]([O:19][C:20]([F:23])([F:22])[F:21])[CH:16]=1)[O:12][CH2:11][C:9]1[C:8]([CH:25]2[CH2:27][CH2:26]2)=[CH:7][N:6]2[C:2]([NH:42][S:39]([C:36]3([CH3:35])[CH2:38][CH2:37]3)(=[O:41])=[O:40])=[N:3][N:4]=[C:5]2[CH:10]=1. (6) Given the reactants [C:1]([O:20][CH2:21][C@@H:22]1[CH2:24][O:23]1)([C:14]1[CH:19]=[CH:18][CH:17]=[CH:16][CH:15]=1)([C:8]1[CH:13]=[CH:12][CH:11]=[CH:10][CH:9]=1)[C:2]1[CH:7]=[CH:6][CH:5]=[CH:4][CH:3]=1.[CH3:25][C@@H:26]1[C@@H:31]([O:32][C:33](=[O:38])[C:34]([CH3:37])([CH3:36])[CH3:35])[CH2:30][CH2:29][NH:28][CH2:27]1, predict the reaction product. The product is: [OH:23][C@H:22]([CH2:21][O:20][C:1]([C:8]1[CH:9]=[CH:10][CH:11]=[CH:12][CH:13]=1)([C:2]1[CH:3]=[CH:4][CH:5]=[CH:6][CH:7]=1)[C:14]1[CH:19]=[CH:18][CH:17]=[CH:16][CH:15]=1)[CH2:24][N:28]1[CH2:29][CH2:30][C@H:31]([O:32][C:33](=[O:38])[C:34]([CH3:36])([CH3:35])[CH3:37])[C@@H:26]([CH3:25])[CH2:27]1.